Dataset: NCI-60 drug combinations with 297,098 pairs across 59 cell lines. Task: Regression. Given two drug SMILES strings and cell line genomic features, predict the synergy score measuring deviation from expected non-interaction effect. (1) Drug 1: C1=CN(C=N1)CC(O)(P(=O)(O)O)P(=O)(O)O. Drug 2: C1C(C(OC1N2C=NC(=NC2=O)N)CO)O. Cell line: TK-10. Synergy scores: CSS=2.58, Synergy_ZIP=-1.07, Synergy_Bliss=-2.19, Synergy_Loewe=-1.62, Synergy_HSA=-3.34. (2) Drug 1: C1CN1C2=NC(=NC(=N2)N3CC3)N4CC4. Drug 2: CC1=CC2C(CCC3(C2CCC3(C(=O)C)OC(=O)C)C)C4(C1=CC(=O)CC4)C. Cell line: HOP-92. Synergy scores: CSS=17.1, Synergy_ZIP=-4.21, Synergy_Bliss=2.68, Synergy_Loewe=-11.0, Synergy_HSA=-0.338. (3) Drug 1: C1=CC(=CC=C1CC(C(=O)O)N)N(CCCl)CCCl.Cl. Drug 2: CC1CCC2CC(C(=CC=CC=CC(CC(C(=O)C(C(C(=CC(C(=O)CC(OC(=O)C3CCCCN3C(=O)C(=O)C1(O2)O)C(C)CC4CCC(C(C4)OC)OCCO)C)C)O)OC)C)C)C)OC. Cell line: OVCAR-5. Synergy scores: CSS=14.0, Synergy_ZIP=-4.10, Synergy_Bliss=-0.542, Synergy_Loewe=-4.00, Synergy_HSA=-1.96. (4) Drug 1: CC1=CC2C(CCC3(C2CCC3(C(=O)C)OC(=O)C)C)C4(C1=CC(=O)CC4)C. Drug 2: C1C(C(OC1N2C=NC3=C2NC=NCC3O)CO)O. Cell line: T-47D. Synergy scores: CSS=10.2, Synergy_ZIP=-3.94, Synergy_Bliss=0.292, Synergy_Loewe=0.729, Synergy_HSA=1.40. (5) Drug 1: CCCS(=O)(=O)NC1=C(C(=C(C=C1)F)C(=O)C2=CNC3=C2C=C(C=N3)C4=CC=C(C=C4)Cl)F. Drug 2: C1=CC=C(C=C1)NC(=O)CCCCCCC(=O)NO. Cell line: MCF7. Synergy scores: CSS=9.62, Synergy_ZIP=-4.40, Synergy_Bliss=0.560, Synergy_Loewe=-13.3, Synergy_HSA=-0.626. (6) Drug 1: CC=C1C(=O)NC(C(=O)OC2CC(=O)NC(C(=O)NC(CSSCCC=C2)C(=O)N1)C(C)C)C(C)C. Drug 2: CC12CCC3C(C1CCC2OP(=O)(O)O)CCC4=C3C=CC(=C4)OC(=O)N(CCCl)CCCl.[Na+]. Cell line: SW-620. Synergy scores: CSS=9.59, Synergy_ZIP=0.376, Synergy_Bliss=1.16, Synergy_Loewe=-13.9, Synergy_HSA=-1.28. (7) Drug 1: C1=C(C(=O)NC(=O)N1)F. Drug 2: CC1CCC2CC(C(=CC=CC=CC(CC(C(=O)C(C(C(=CC(C(=O)CC(OC(=O)C3CCCCN3C(=O)C(=O)C1(O2)O)C(C)CC4CCC(C(C4)OC)O)C)C)O)OC)C)C)C)OC. Cell line: TK-10. Synergy scores: CSS=36.1, Synergy_ZIP=-3.38, Synergy_Bliss=-3.73, Synergy_Loewe=5.91, Synergy_HSA=6.93. (8) Drug 1: C1=CC(=CC=C1CC(C(=O)O)N)N(CCCl)CCCl.Cl. Drug 2: CCC1(CC2CC(C3=C(CCN(C2)C1)C4=CC=CC=C4N3)(C5=C(C=C6C(=C5)C78CCN9C7C(C=CC9)(C(C(C8N6C=O)(C(=O)OC)O)OC(=O)C)CC)OC)C(=O)OC)O.OS(=O)(=O)O. Cell line: UO-31. Synergy scores: CSS=7.64, Synergy_ZIP=-2.73, Synergy_Bliss=-1.14, Synergy_Loewe=0.626, Synergy_HSA=0.375. (9) Drug 1: C1=CC(=CC=C1CCCC(=O)O)N(CCCl)CCCl. Drug 2: CC1C(C(CC(O1)OC2CC(OC(C2O)C)OC3=CC4=CC5=C(C(=O)C(C(C5)C(C(=O)C(C(C)O)O)OC)OC6CC(C(C(O6)C)O)OC7CC(C(C(O7)C)O)OC8CC(C(C(O8)C)O)(C)O)C(=C4C(=C3C)O)O)O)O. Cell line: LOX IMVI. Synergy scores: CSS=40.4, Synergy_ZIP=3.73, Synergy_Bliss=4.91, Synergy_Loewe=5.53, Synergy_HSA=5.58.